The task is: Predict the reaction yield, written as a fraction of the theoretical maximum amount of product (1.0 means a 100% yield; for example, 0.34 means a 34% yield).. This data is from Reaction yield outcomes from USPTO patents with 853,638 reactions. (1) The catalyst is ClCCl. The yield is 0.980. The reactants are [NH2:1][C:2]1[C:3]([C:7](=[S:17])[NH:8][C:9]2[CH:14]=[CH:13][C:12]([F:15])=[C:11]([Br:16])[CH:10]=2)=[N:4][S:5][N:6]=1.F[C:19](F)(F)S(OC)(=O)=O.C(N(CC)C(C)C)(C)C. The product is [NH2:1][C:2]1[C:3]([C:7]([S:17][CH3:19])=[N:8][C:9]2[CH:14]=[CH:13][C:12]([F:15])=[C:11]([Br:16])[CH:10]=2)=[N:4][S:5][N:6]=1. (2) The reactants are N(C(OCC)=O)=NC(OCC)=O.[CH3:13][CH:14]([OH:16])[CH3:15].C1(P(C2C=CC=CC=2)C2C=CC=CC=2)C=CC=CC=1.O[N:37]1[C:41](=[O:42])[C:40]2=[CH:43][CH:44]=[CH:45][CH:46]=[C:39]2[C:38]1=[O:47]. The catalyst is C1COCC1. The product is [CH:14]([O:16][N:37]1[C:41](=[O:42])[C:40]2[C:39](=[CH:46][CH:45]=[CH:44][CH:43]=2)[C:38]1=[O:47])([CH3:15])[CH3:13]. The yield is 0.870. (3) The reactants are [CH3:1][C:2]1[CH:3]=[C:4]([NH:9][CH2:10][CH2:11][C:12]2[CH:17]=[CH:16][C:15]([C:18]([F:21])([F:20])[F:19])=[CH:14][CH:13]=2)[CH:5]=[CH:6][C:7]=1[CH3:8].[C:22]([C:30](O)=[O:31])(=[O:29])[C:23]1[CH:28]=[CH:27][CH:26]=[CH:25][CH:24]=1.Cl.CN(C)CCCN=C=NCC.ON1C2C=CC=CC=2N=N1.C(N(C(C)C)C(C)C)C. The catalyst is ClCCl. The product is [CH3:1][C:2]1[CH:3]=[C:4]([N:9]([CH2:10][CH2:11][C:12]2[CH:17]=[CH:16][C:15]([C:18]([F:20])([F:19])[F:21])=[CH:14][CH:13]=2)[C:30](=[O:31])[C:22](=[O:29])[C:23]2[CH:28]=[CH:27][CH:26]=[CH:25][CH:24]=2)[CH:5]=[CH:6][C:7]=1[CH3:8]. The yield is 0.270. (4) The reactants are Br[C:2]1[C:3]([N+:13]([O-:15])=[O:14])=[N:4][N:5]([CH:7]2[CH2:12][CH2:11][CH2:10][CH2:9][O:8]2)[CH:6]=1.[C:16]1(B2OC(C)(C)C(C)(C)O2)[CH2:20][CH2:19][CH2:18][CH:17]=1.C(=O)([O-])[O-].[K+].[K+]. The catalyst is C1C=CC(P(C2C=CC=CC=2)[C-]2C=CC=C2)=CC=1.C1C=CC(P(C2C=CC=CC=2)[C-]2C=CC=C2)=CC=1.Cl[Pd]Cl.[Fe+2].CN(C=O)C. The product is [C:16]1([C:2]2[C:3]([N+:13]([O-:15])=[O:14])=[N:4][N:5]([CH:7]3[CH2:12][CH2:11][CH2:10][CH2:9][O:8]3)[CH:6]=2)[CH2:20][CH2:19][CH2:18][CH:17]=1. The yield is 0.890.